Dataset: Full USPTO retrosynthesis dataset with 1.9M reactions from patents (1976-2016). Task: Predict the reactants needed to synthesize the given product. (1) The reactants are: [CH3:1][O:2][C:3](=[O:16])[CH:4](P(OC)(OC)=O)[NH:5][C:6]([O:8][CH3:9])=[O:7].CC(C)=O.C(=O)=O.[O:24]1[CH2:29][CH2:28][CH:27]([CH:30]=O)[CH2:26][CH2:25]1. Given the product [CH3:1][O:2][C:3](=[O:16])[C:4]([NH:5][C:6]([O:8][CH3:9])=[O:7])=[CH:30][CH:27]1[CH2:28][CH2:29][O:24][CH2:25][CH2:26]1, predict the reactants needed to synthesize it. (2) Given the product [Cl:71][C:59]1[CH:58]=[CH:57][C:56]([C:55]2[C:50]([C@@H:40]([NH:39][C:87](=[O:88])[CH2:86][N:83]3[CH2:84][CH2:85][N:80]([CH2:78][CH3:79])[CH2:81][CH2:82]3)[CH2:41][C:42]3[CH:47]=[C:46]([F:48])[CH:45]=[C:44]([F:49])[CH:43]=3)=[N:51][C:52]([C:72]#[C:73][C:74]([OH:77])([CH3:75])[CH3:76])=[CH:53][CH:54]=2)=[C:64]2[C:60]=1[C:61]([NH:66][S:67]([CH3:70])(=[O:68])=[O:69])=[N:62][N:63]2[CH3:65], predict the reactants needed to synthesize it. The reactants are: BrC1C([C@@H](NC(=O)CN2C3C(F)(F)CCC(F)(F)C=3C(C(F)F)=N2)CC2C=C(F)C=C(F)C=2)=NC=C(Br)C=1.[NH2:39][C@H:40]([C:50]1[C:55]([C:56]2[CH:57]=[CH:58][C:59]([Cl:71])=[C:60]3[C:64]=2[N:63]([CH3:65])[N:62]=[C:61]3[NH:66][S:67]([CH3:70])(=[O:69])=[O:68])=[CH:54][CH:53]=[C:52]([C:72]#[C:73][C:74]([OH:77])([CH3:76])[CH3:75])[N:51]=1)[CH2:41][C:42]1[CH:47]=[C:46]([F:48])[CH:45]=[C:44]([F:49])[CH:43]=1.[CH2:78]([N:80]1[CH2:85][CH2:84][N:83]([CH2:86][C:87](O)=[O:88])[CH2:82][CH2:81]1)[CH3:79]. (3) Given the product [F:1][C:2]1[CH:3]=[N:4][C:5]([NH:8][C:9]2[S:10][C:11]3[CH2:17][CH2:16][N:15]([CH2:18][CH2:19][CH2:20][OH:21])[C:14]4=[N:23][NH:24][CH:25]=[C:13]4[C:12]=3[N:26]=2)=[N:6][CH:7]=1, predict the reactants needed to synthesize it. The reactants are: [F:1][C:2]1[CH:3]=[N:4][C:5]([NH:8][C:9]2[S:10][C:11]3[CH2:17][CH2:16][N:15]([CH2:18][CH2:19][CH2:20][O:21]C)[C:14]4=[N:23][NH:24][CH:25]=[C:13]4[C:12]=3[N:26]=2)=[N:6][CH:7]=1.BrB(Br)Br. (4) Given the product [CH2:41]([NH:43][CH:6]1[CH:7]([NH:8][C:9]2[CH:14]=[CH:13][C:12]([C:15]3[N:16]=[C:17]([N:31]4[CH2:36][CH2:35][O:34][CH2:33][C@@H:32]4[CH3:37])[C:18]4[CH2:24][CH2:23][N:22]([C:25]5[N:30]=[CH:29][CH:28]=[CH:27][N:26]=5)[CH2:21][C:19]=4[N:20]=3)=[CH:11][CH:10]=2)[C:4](=[O:3])[C:5]1=[O:39])[CH3:42], predict the reactants needed to synthesize it. The reactants are: C([O:3][C:4]1[C:5](=[O:39])[C:6](=O)[C:7]=1[NH:8][C:9]1[CH:14]=[CH:13][C:12]([C:15]2[N:16]=[C:17]([N:31]3[CH2:36][CH2:35][O:34][CH2:33][C@@H:32]3[CH3:37])[C:18]3[CH2:24][CH2:23][N:22]([C:25]4[N:30]=[CH:29][CH:28]=[CH:27][N:26]=4)[CH2:21][C:19]=3[N:20]=2)=[CH:11][CH:10]=1)C.Cl.[CH2:41]([NH2:43])[CH3:42].C(O)C.C(N(CC)CC)C. (5) Given the product [CH3:21][O:20][C:17]1[CH:18]=[CH:19][C:14]([C:7]23[NH:13][CH2:12][CH2:11][N:8]2[C:9](=[O:10])[C:4]2[N:5]([CH:22]=[C:2]([C:23]#[N:24])[CH:3]=2)[CH2:6]3)=[CH:15][CH:16]=1, predict the reactants needed to synthesize it. The reactants are: Br[C:2]1[CH:3]=[C:4]2[C:9](=[O:10])[N:8]3[CH2:11][CH2:12][NH:13][C:7]3([C:14]3[CH:19]=[CH:18][C:17]([O:20][CH3:21])=[CH:16][CH:15]=3)[CH2:6][N:5]2[CH:22]=1.[CH3:23][N:24](C=O)C. (6) Given the product [Cl:1][C:2]1[N:7]=[N:6][C:5]([N:8]([CH3:9])[C:26](=[O:28])[C:25]2[CH:29]=[C:30]([C:32]([F:35])([F:34])[F:33])[CH:31]=[C:23]([S:20]([CH3:19])(=[O:21])=[O:22])[CH:24]=2)=[C:4]([C:10]2[CH:15]=[CH:14][C:13]([F:16])=[CH:12][C:11]=2[O:17][CH3:18])[CH:3]=1, predict the reactants needed to synthesize it. The reactants are: [Cl:1][C:2]1[N:7]=[N:6][C:5]([NH:8][CH3:9])=[C:4]([C:10]2[CH:15]=[CH:14][C:13]([F:16])=[CH:12][C:11]=2[O:17][CH3:18])[CH:3]=1.[CH3:19][S:20]([C:23]1[CH:24]=[C:25]([CH:29]=[C:30]([C:32]([F:35])([F:34])[F:33])[CH:31]=1)[C:26]([OH:28])=O)(=[O:22])=[O:21].F[B-](F)(F)F.BrC1C=CC=C[N+]=1CC.C(N(C(C)C)C(C)C)C.C(=O)(O)[O-]. (7) The reactants are: [OH-:1].[K+].[F:3][C:4]1[C:9]([O:10][CH3:11])=[CH:8][C:7]([O:12][CH3:13])=[C:6]([F:14])[C:5]=1[C:15]1[C:24]2[N:23]=[CH:22][CH:21]=[N:20][C:19]=2[C:18]([C:25]#N)=[CH:17][CH:16]=1.[OH2:27]. Given the product [F:14][C:6]1[C:7]([O:12][CH3:13])=[CH:8][C:9]([O:10][CH3:11])=[C:4]([F:3])[C:5]=1[C:15]1[C:24]2[N:23]=[CH:22][CH:21]=[N:20][C:19]=2[C:18]([C:25]([OH:27])=[O:1])=[CH:17][CH:16]=1, predict the reactants needed to synthesize it. (8) Given the product [CH2:1]([CH:3]([O:6][C:7]1[CH:12]=[C:11]([CH3:13])[N:10]=[C:9]([O:14][C:15]2[C:20]([CH3:21])=[CH:19][C:18]([O:22][CH:25]([CH3:30])[CH3:26])=[CH:17][C:16]=2[CH3:23])[C:8]=1[CH3:24])[CH2:4][CH3:5])[CH3:2], predict the reactants needed to synthesize it. The reactants are: [CH2:1]([CH:3]([O:6][C:7]1[CH:12]=[C:11]([CH3:13])[N:10]=[C:9]([O:14][C:15]2[C:20]([CH3:21])=[CH:19][C:18]([OH:22])=[CH:17][C:16]=2[CH3:23])[C:8]=1[CH3:24])[CH2:4][CH3:5])[CH3:2].[C:25]1(P(C2C=CC=CC=2)C2C=CC=CC=2)[CH:30]=CC=C[CH:26]=1.C(O)(C)C.N(C(OCC)=O)=NC(OCC)=O. (9) Given the product [C:4]([C:5]1[CH:12]=[CH:11][CH:10]=[CH:9][C:6]=1[CH:7]=[O:8])#[CH:3], predict the reactants needed to synthesize it. The reactants are: C[Si](C)(C)[C:3]#[C:4][C:5]1[CH:12]=[CH:11][CH:10]=[CH:9][C:6]=1[CH:7]=[O:8].[F-].[K+].O.